This data is from Reaction yield outcomes from USPTO patents with 853,638 reactions. The task is: Predict the reaction yield, written as a fraction of the theoretical maximum amount of product (1.0 means a 100% yield; for example, 0.34 means a 34% yield). (1) The reactants are [CH3:1][N:2]1[CH2:7][CH2:6][N:5]([C:8]2[CH:14]=[CH:13][C:11]([NH2:12])=[CH:10][CH:9]=2)[CH2:4][CH2:3]1.P(=O)(O)(O)O.[N+]([O-])(O)=O.[N:24]([O-])=O.[Na+].[CH3:28][C:29](=[O:34])[CH2:30][C:31](=[O:33])[CH3:32].C([O-])(=O)C.[K+].C([O-])([O-])=O.[Na+].[Na+]. The catalyst is C(O)C. The product is [CH3:1][N:2]1[CH2:3][CH2:4][N:5]([C:8]2[CH:14]=[CH:13][C:11]([NH:12][N:24]=[C:30]([C:29](=[O:34])[CH3:28])[C:31](=[O:33])[CH3:32])=[CH:10][CH:9]=2)[CH2:6][CH2:7]1. The yield is 0.390. (2) The reactants are [OH-].[Na+].[C:3]([O:7][C:8]([NH:10][C@H:11]([CH2:16][S:17][C:18]1[CH:27]=[CH:26][C:25]2[C:20](=[CH:21][CH:22]=[C:23]([Cl:28])[CH:24]=2)[CH:19]=1)[C:12]([O:14]C)=[O:13])=[O:9])([CH3:6])([CH3:5])[CH3:4]. The catalyst is CO. The product is [C:3]([O:7][C:8]([NH:10][C@H:11]([CH2:16][S:17][C:18]1[CH:27]=[CH:26][C:25]2[C:20](=[CH:21][CH:22]=[C:23]([Cl:28])[CH:24]=2)[CH:19]=1)[C:12]([OH:14])=[O:13])=[O:9])([CH3:6])([CH3:4])[CH3:5]. The yield is 0.880. (3) The reactants are [CH3:1][C:2]1[CH:3]=[C:4]([CH:8]=[C:9]([CH3:14])[C:10]=1[N+:11]([O-])=O)[C:5](O)=O.C(Cl)(=O)C(Cl)=O.[NH2:21][C:22]1[CH:30]=[C:29]([O:31][CH3:32])[CH:28]=[C:27]([O:33][CH3:34])[C:23]=1[C:24]([NH2:26])=[O:25].N1C=CC=CC=1. The catalyst is C(Cl)Cl.C1COCC1.CCOC(C)=O.CN(C=O)C. The product is [NH2:11][C:10]1[C:2]([CH3:1])=[CH:3][C:4]([C:5]2[NH:26][C:24](=[O:25])[C:23]3[C:22](=[CH:30][C:29]([O:31][CH3:32])=[CH:28][C:27]=3[O:33][CH3:34])[N:21]=2)=[CH:8][C:9]=1[CH3:14]. The yield is 0.870. (4) The yield is 0.590. The product is [N+:20]([C:11]1[CH:12]=[N:13][C:14]2[C:19]([C:10]=1[NH:9][CH2:8][C:2]1([NH:1][C:25](=[O:26])[O:27][C:28]([CH3:31])([CH3:30])[CH3:29])[CH2:7][CH2:6][CH2:5][CH2:4][CH2:3]1)=[CH:18][CH:17]=[CH:16][CH:15]=2)([O-:22])=[O:21]. The reactants are [NH2:1][C:2]1([CH2:8][NH:9][C:10]2[C:19]3[C:14](=[CH:15][CH:16]=[CH:17][CH:18]=3)[N:13]=[CH:12][C:11]=2[N+:20]([O-:22])=[O:21])[CH2:7][CH2:6][CH2:5][CH2:4][CH2:3]1.[OH-].[Na+].[C:25](O[C:25]([O:27][C:28]([CH3:31])([CH3:30])[CH3:29])=[O:26])([O:27][C:28]([CH3:31])([CH3:30])[CH3:29])=[O:26]. The catalyst is O1CCCC1. (5) The reactants are [CH3:1][C:2]1([CH3:16])[C:6]([CH3:8])([CH3:7])[O:5][B:4]([C:9]2[CH:10]=[C:11]([OH:15])[CH:12]=[CH:13][CH:14]=2)[O:3]1.O[CH:18]1[CH2:23][CH2:22][N:21]([C:24]([O:26][C:27]([CH3:30])([CH3:29])[CH3:28])=[O:25])[CH2:20][CH2:19]1.C1(P(C2C=CC=CC=2)C2C=CC=CC=2)C=CC=CC=1.N(/C(N1CCCCC1)=O)=N\C(N1CCCCC1)=O. The catalyst is C1COCC1. The product is [CH3:8][C:6]1([CH3:7])[C:2]([CH3:16])([CH3:1])[O:3][B:4]([C:9]2[CH:10]=[C:11]([CH:12]=[CH:13][CH:14]=2)[O:15][CH:18]2[CH2:23][CH2:22][N:21]([C:24]([O:26][C:27]([CH3:30])([CH3:29])[CH3:28])=[O:25])[CH2:20][CH2:19]2)[O:5]1. The yield is 0.310. (6) The reactants are [CH3:1][N:2]1[C:10]2[CH:9]=[C:8]3[O:11][CH2:12][CH2:13][O:14][C:7]3=[CH:6][C:5]=2[CH:4]([C:15]2[CH:20]=[CH:19][CH:18]=[CH:17][C:16]=2[N+:21]([O-:23])=[O:22])[C:3]1=[O:24].C[Si]([N-][Si](C)(C)C)(C)C.[Li+].C([C:37]([O:39][CH3:40])=[O:38])#N.Cl. The catalyst is O1CCCC1. The product is [CH3:1][N:2]1[C:10]2[CH:9]=[C:8]3[O:11][CH2:12][CH2:13][O:14][C:7]3=[CH:6][C:5]=2[C:4]([C:15]2[CH:20]=[CH:19][CH:18]=[CH:17][C:16]=2[N+:21]([O-:23])=[O:22])([C:37]([O:39][CH3:40])=[O:38])[C:3]1=[O:24]. The yield is 0.440. (7) The reactants are [F:1][C:2]1[CH:7]=[CH:6][C:5]([CH2:8][CH2:9][N:10]([CH2:19][C:20]2[CH:25]=[CH:24][C:23]([CH2:26][OH:27])=[CH:22][CH:21]=2)[C:11]2[S:12][CH:13]=[C:14]([CH:16]([CH3:18])[CH3:17])[N:15]=2)=[CH:4][CH:3]=1.[F:28][C:29]1[CH:34]=[C:33](O)[CH:32]=[CH:31][C:30]=1[CH2:36][CH2:37][C:38]([O:40][CH2:41][CH3:42])=[O:39].C1(P(C2C=CC=CC=2)C2C=CC=CC=2)C=CC=CC=1.N(C(OCC)=O)=NC(OCC)=O. The catalyst is C1(C)C=CC=CC=1. The product is [F:28][C:29]1[CH:34]=[C:33]([O:27][CH2:26][C:23]2[CH:22]=[CH:21][C:20]([CH2:19][N:10]([CH2:9][CH2:8][C:5]3[CH:6]=[CH:7][C:2]([F:1])=[CH:3][CH:4]=3)[C:11]3[S:12][CH:13]=[C:14]([CH:16]([CH3:18])[CH3:17])[N:15]=3)=[CH:25][CH:24]=2)[CH:32]=[CH:31][C:30]=1[CH2:36][CH2:37][C:38]([O:40][CH2:41][CH3:42])=[O:39]. The yield is 0.640. (8) The reactants are C([O:8][CH2:9][C:10]([NH:12][C:13]1[CH:18]=[CH:17][C:16]([OH:19])=[CH:15][CH:14]=1)=[O:11])C1C=CC=CC=1. The catalyst is CO.[Pd]. The product is [OH:8][CH2:9][C:10]([NH:12][C:13]1[CH:18]=[CH:17][C:16]([OH:19])=[CH:15][CH:14]=1)=[O:11]. The yield is 0.342.